This data is from Full USPTO retrosynthesis dataset with 1.9M reactions from patents (1976-2016). The task is: Predict the reactants needed to synthesize the given product. (1) Given the product [CH3:1][O:2][C:3]([C:5]1[CH:10]=[CH:9][C:8]([C:15]2[CH:16]=[CH:17][C:18]3[O:24][CH2:23][CH2:22][N:21]([C:25]([O:27][C:28]([CH3:30])([CH3:29])[CH3:31])=[O:26])[CH2:20][C:19]=3[CH:32]=2)=[CH:7][CH:6]=1)=[O:4], predict the reactants needed to synthesize it. The reactants are: [CH3:1][O:2][C:3]([C:5]1[CH:10]=[CH:9][C:8](B(O)O)=[CH:7][CH:6]=1)=[O:4].Br[C:15]1[CH:16]=[CH:17][C:18]2[O:24][CH2:23][CH2:22][N:21]([C:25]([O:27][C:28]([CH3:31])([CH3:30])[CH3:29])=[O:26])[CH2:20][C:19]=2[CH:32]=1.P([O-])([O-])([O-])=O.[K+].[K+].[K+]. (2) Given the product [C:1]([O:5][C:6](=[O:38])[CH2:7][O:8][C:9]1[C:18]2[CH2:17][CH2:16][CH2:15][C@@H:14]([N:19]([S:21]([C:24]3[CH:29]=[C:28]([C:30]([F:31])([F:32])[F:33])[CH:27]=[C:26]([S:34]([CH:35]([CH3:36])[CH3:37])=[O:44])[CH:25]=3)(=[O:23])=[O:22])[CH3:20])[C:13]=2[CH:12]=[CH:11][CH:10]=1)([CH3:3])([CH3:4])[CH3:2], predict the reactants needed to synthesize it. The reactants are: [C:1]([O:5][C:6](=[O:38])[CH2:7][O:8][C:9]1[C:18]2[CH2:17][CH2:16][CH2:15][C@@H:14]([N:19]([S:21]([C:24]3[CH:29]=[C:28]([C:30]([F:33])([F:32])[F:31])[CH:27]=[C:26]([S:34][CH:35]([CH3:37])[CH3:36])[CH:25]=3)(=[O:23])=[O:22])[CH3:20])[C:13]=2[CH:12]=[CH:11][CH:10]=1)([CH3:4])([CH3:3])[CH3:2].ClC1C=C(C=CC=1)C(OO)=[O:44]. (3) The reactants are: [F:1][C:2]1[CH:7]=[CH:6][C:5](/[CH:8]=[CH:9]/[C:10]2[CH:18]=[CH:17][C:16]([O:19][CH2:20][C:21]3[CH:26]=[CH:25][C:24]([O:27][CH3:28])=[CH:23][CH:22]=3)=[CH:15][C:11]=2[C:12]([OH:14])=[O:13])=[CH:4][C:3]=1[O:29][CH3:30].C1(=O)C=CC(=O)C=C1. Given the product [F:1][C:2]1[CH:7]=[CH:6][C:5]([C:8]2[O:13][C:12](=[O:14])[C:11]3[C:10]([CH:9]=2)=[CH:18][CH:17]=[C:16]([O:19][CH2:20][C:21]2[CH:22]=[CH:23][C:24]([O:27][CH3:28])=[CH:25][CH:26]=2)[CH:15]=3)=[CH:4][C:3]=1[O:29][CH3:30], predict the reactants needed to synthesize it. (4) Given the product [CH2:30]([C:33]1([S:36]([N:11]2[C:4]3=[CH:5][C:6]4[S:10][N:9]=[N:8][C:7]=4[C:2]([F:1])=[C:3]3[N:13]([C:14]3[CH:19]=[CH:18][C:17]([I:20])=[CH:16][C:15]=3[F:21])[C:12]2=[O:22])(=[O:38])=[O:37])[CH2:35][CH2:34]1)[CH:31]=[CH2:32], predict the reactants needed to synthesize it. The reactants are: [F:1][C:2]1[C:7]2[N:8]=[N:9][S:10][C:6]=2[CH:5]=[C:4]2[NH:11][C:12](=[O:22])[N:13]([C:14]3[CH:19]=[CH:18][C:17]([I:20])=[CH:16][C:15]=3[F:21])[C:3]=12.C(N(CC)CC)C.[CH2:30]([C:33]1([S:36](Cl)(=[O:38])=[O:37])[CH2:35][CH2:34]1)[CH:31]=[CH2:32]. (5) Given the product [S:14]1[CH:15]=[CH:16][CH:17]=[C:13]1[S:10]([N:8]([CH2:7][P:3](=[O:2])([OH:4])[OH:6])[CH3:9])(=[O:11])=[O:12], predict the reactants needed to synthesize it. The reactants are: C[O:2][P:3]([CH2:7][N:8]([S:10]([C:13]1[S:14][CH:15]=[CH:16][CH:17]=1)(=[O:12])=[O:11])[CH3:9])(=[O:6])[O:4]C.Br[Si](C)(C)C. (6) Given the product [CH3:20][O:21][C:22]1[N:27]=[C:26]([NH:28][C:2]2[CH:3]=[CH:4][C:5]3[CH2:6][N:7]([CH3:19])[CH2:8][CH:9]([C:13]4[S:14][CH:15]=[C:16]([CH3:18])[N:17]=4)[O:10][C:11]=3[N:12]=2)[CH:25]=[CH:24][C:23]=1[N:29]1[CH:33]=[C:32]([CH3:34])[N:31]=[CH:30]1, predict the reactants needed to synthesize it. The reactants are: Cl[C:2]1[CH:3]=[CH:4][C:5]2[CH2:6][N:7]([CH3:19])[CH2:8][CH:9]([C:13]3[S:14][CH:15]=[C:16]([CH3:18])[N:17]=3)[O:10][C:11]=2[N:12]=1.[CH3:20][O:21][C:22]1[N:27]=[C:26]([NH2:28])[CH:25]=[CH:24][C:23]=1[N:29]1[CH:33]=[C:32]([CH3:34])[N:31]=[CH:30]1. (7) Given the product [C:1]([CH2:3][C:4]1[CH:5]=[CH:6][C:7]([O:39][CH3:40])=[C:8]([N:10]2[C:19]3[C:14](=[CH:15][C:16]([S:20]([NH:23][C:33]4[CH:37]=[CH:36][O:35][N:34]=4)(=[O:21])=[O:22])=[CH:17][CH:18]=3)[CH:13]=[CH:12][C:11]2=[O:38])[CH:9]=1)#[N:2], predict the reactants needed to synthesize it. The reactants are: [C:1]([CH2:3][C:4]1[CH:5]=[CH:6][C:7]([O:39][CH3:40])=[C:8]([N:10]2[C:19]3[C:14](=[CH:15][C:16]([S:20]([N:23]([C:33]4[CH:37]=[CH:36][O:35][N:34]=4)CC4C=CC(OC)=CC=4)(=[O:22])=[O:21])=[CH:17][CH:18]=3)[CH:13]=[CH:12][C:11]2=[O:38])[CH:9]=1)#[N:2].C(O)(C(F)(F)F)=O. (8) Given the product [F:1][C:2]1[CH:3]=[CH:4][C:5]([CH:6]2[CH:28]([C:22]3[N:21]([CH3:20])[C:25]([CH3:26])=[C:24]([CH3:27])[N:23]=3)[C:31](=[O:30])[C:32]3[C:13]([C:12]([O:11][CH2:10][CH3:9])=[O:17])=[CH:14][CH:15]=[CH:16][C:8]=3[NH:7]2)=[CH:18][CH:19]=1, predict the reactants needed to synthesize it. The reactants are: [F:1][C:2]1[CH:19]=[CH:18][C:5](/[CH:6]=[N:7]/[C:8]2[CH:16]=[CH:15][CH:14]=[C:13]3[C:9]=2[CH2:10][O:11][C:12]3=[O:17])=[CH:4][CH:3]=1.[CH3:20][N:21]1[C:25]([CH3:26])=[C:24]([CH3:27])[N:23]=[C:22]1[CH:28]=O.[O-:30][CH2:31][CH3:32].[Na+].C(O)C.